Predict the reaction yield, written as a fraction of the theoretical maximum amount of product (1.0 means a 100% yield; for example, 0.34 means a 34% yield). From a dataset of Reaction yield outcomes from USPTO patents with 853,638 reactions. The reactants are B.C1COCC1.[Br:7][C:8]1[CH:13]=[CH:12][CH:11]=[CH:10][C:9]=1[S:14]([C:17]([CH3:21])([CH3:20])[C:18]#[N:19])(=[O:16])=[O:15].Cl.[OH-].[Na+]. The catalyst is C1COCC1.O. The product is [Br:7][C:8]1[CH:13]=[CH:12][CH:11]=[CH:10][C:9]=1[S:14]([C:17]([CH3:21])([CH3:20])[CH2:18][NH2:19])(=[O:16])=[O:15]. The yield is 0.700.